This data is from Reaction yield outcomes from USPTO patents with 853,638 reactions. The task is: Predict the reaction yield, written as a fraction of the theoretical maximum amount of product (1.0 means a 100% yield; for example, 0.34 means a 34% yield). The reactants are [F:1][C:2]1[CH:9]=[CH:8][C:5]([C:6]#[N:7])=[C:4]([O:10][CH3:11])[CH:3]=1.[ClH:12].[H][H]. The catalyst is C(O)C.[Pd]. The product is [ClH:12].[F:1][C:2]1[CH:9]=[CH:8][C:5]([CH2:6][NH2:7])=[C:4]([O:10][CH3:11])[CH:3]=1. The yield is 0.880.